Dataset: Forward reaction prediction with 1.9M reactions from USPTO patents (1976-2016). Task: Predict the product of the given reaction. (1) Given the reactants [NH:1]1[CH2:5][CH2:4][C@@H:3]([NH:6][C:7](=[O:13])[O:8][C:9]([CH3:12])([CH3:11])[CH3:10])[CH2:2]1.CCN(CC)CC.[C:21](Cl)(=[O:23])[CH3:22], predict the reaction product. The product is: [C:21]([N:1]1[CH2:5][CH2:4][C@@H:3]([NH:6][C:7](=[O:13])[O:8][C:9]([CH3:10])([CH3:12])[CH3:11])[CH2:2]1)(=[O:23])[CH3:22]. (2) Given the reactants C(OC([N:11]1[CH2:15][CH2:14][CH:13]([CH:16]([NH:20][C:21]([O:23][C:24]([CH3:27])([CH3:26])[CH3:25])=[O:22])[CH2:17][C:18]#[N:19])[CH2:12]1)=O)C1C=CC=CC=1.[CH2:28]1COCC1, predict the reaction product. The product is: [C:24]([O:23][C:21](=[O:22])[N:20]([CH:16]([CH:13]1[CH2:14][CH2:15][NH:11][CH2:12]1)[CH2:17][C:18]#[N:19])[CH3:28])([CH3:25])([CH3:26])[CH3:27]. (3) The product is: [CH2:2]([O:9][C:10]1[CH:19]=[CH:18][CH:17]=[C:16]2[C:11]=1[CH2:12][CH2:13][CH2:14][CH:15]2[C:20]([N:22]([CH2:23][C:24]1[CH:25]=[N:26][N:27]([CH2:39][CH:40]2[CH2:45][CH2:44][CH2:43][CH2:42][CH2:41]2)[CH:28]=1)[C:29]1[CH:30]=[N:31][C:32]([CH:35]([CH3:37])[CH3:36])=[CH:33][CH:34]=1)=[O:21])[C:3]1[CH:8]=[CH:7][CH:6]=[CH:5][CH:4]=1. Given the reactants Cl.[CH2:2]([O:9][C:10]1[CH:19]=[CH:18][CH:17]=[C:16]2[C:11]=1[CH2:12][CH2:13][CH2:14][CH:15]2[C:20]([N:22]([C:29]1[CH:30]=[N:31][C:32]([CH:35]([CH3:37])[CH3:36])=[CH:33][CH:34]=1)[CH2:23][C:24]1[CH:25]=[N:26][NH:27][CH:28]=1)=[O:21])[C:3]1[CH:8]=[CH:7][CH:6]=[CH:5][CH:4]=1.Br[CH2:39][CH:40]1[CH2:45][CH2:44][CH2:43][CH2:42][CH2:41]1, predict the reaction product. (4) Given the reactants [CH3:1][C:2]1[CH:3]=[C:4]([CH:8]=[CH:9][N:10]=1)[C:5]([OH:7])=[O:6].S(Cl)(Cl)=O.[CH3:15]O, predict the reaction product. The product is: [CH3:1][C:2]1[CH:3]=[C:4]([CH:8]=[CH:9][N:10]=1)[C:5]([O:7][CH3:15])=[O:6]. (5) Given the reactants [CH2:1]([C@H:8]1[N:13]([C:14](=[O:25])[CH2:15][CH2:16][C:17]2[CH:22]=[C:21]([CH3:23])[CH:20]=[CH:19][C:18]=2[OH:24])[CH2:12][CH2:11][N:10]([C:26]([O:28][C:29]([CH3:32])([CH3:31])[CH3:30])=[O:27])[CH2:9]1)[C:2]1[CH:7]=[CH:6][CH:5]=[CH:4][CH:3]=1.C(=O)([O-])[O-].[K+].[K+].F[C:40]1[CH:47]=[CH:46][C:45]([CH3:48])=[CH:44][C:41]=1[CH:42]=[O:43], predict the reaction product. The product is: [CH2:1]([C@H:8]1[N:13]([C:14](=[O:25])[CH2:15][CH2:16][C:17]2[CH:22]=[C:21]([CH3:23])[CH:20]=[CH:19][C:18]=2[O:24][C:40]2[CH:47]=[CH:46][C:45]([CH3:48])=[CH:44][C:41]=2[CH:42]=[O:43])[CH2:12][CH2:11][N:10]([C:26]([O:28][C:29]([CH3:32])([CH3:31])[CH3:30])=[O:27])[CH2:9]1)[C:2]1[CH:7]=[CH:6][CH:5]=[CH:4][CH:3]=1. (6) Given the reactants [OH:1][C@H:2]1[C@H:6]([CH3:7])[CH2:5][N:4]([C:8]([O:10][CH2:11][C:12]2[CH:17]=[CH:16][CH:15]=[CH:14][CH:13]=2)=[O:9])[CH2:3]1.[S:18](Cl)([C:21]1[CH:27]=[CH:26][C:24]([CH3:25])=[CH:23][CH:22]=1)(=[O:20])=[O:19], predict the reaction product. The product is: [CH3:7][C@H:6]1[C@H:2]([O:1][S:18]([C:21]2[CH:27]=[CH:26][C:24]([CH3:25])=[CH:23][CH:22]=2)(=[O:20])=[O:19])[CH2:3][N:4]([C:8]([O:10][CH2:11][C:12]2[CH:17]=[CH:16][CH:15]=[CH:14][CH:13]=2)=[O:9])[CH2:5]1. (7) The product is: [C:1]([O:5][C:6]([N:8]1[CH2:13][CH2:12][N:11]([C:14]2[CH:19]=[CH:18][CH:17]=[C:16]3[C:15]=2[C:21]([NH2:22])=[N:27][C:28]([NH2:30])=[N:29]3)[CH2:10][CH2:9]1)=[O:7])([CH3:4])([CH3:3])[CH3:2]. Given the reactants [C:1]([O:5][C:6]([N:8]1[CH2:13][CH2:12][N:11]([C:14]2[CH:19]=[CH:18][CH:17]=[C:16](F)[C:15]=2[C:21]#[N:22])[CH2:10][CH2:9]1)=[O:7])([CH3:4])([CH3:3])[CH3:2].C(=O)(O)O.[NH2:27][C:28]([NH2:30])=[NH:29].O, predict the reaction product. (8) Given the reactants [CH3:1][O:2][C:3]1[CH:8]=[CH:7][CH:6]=[C:5]([CH:9]=[CH:10][N+:11]([O-])=O)[C:4]=1[O:14][CH3:15].[H-].[Al+3].[Li+].[H-].[H-].[H-], predict the reaction product. The product is: [CH3:15][O:14][C:4]1[C:3]([O:2][CH3:1])=[CH:8][CH:7]=[CH:6][C:5]=1[CH2:9][CH2:10][NH2:11]. (9) Given the reactants [C:1]([O:5][C:6]([N:8]1[CH2:13][CH2:12][N:11]([CH2:14][C:15]2[C:20]([C:21]([F:24])([F:23])[F:22])=[CH:19][C:18]([C:25]([O:27][CH2:28][CH3:29])=[O:26])=[C:17](N)[C:16]=2[Cl:31])[CH2:10][CH2:9]1)=[O:7])([CH3:4])([CH3:3])[CH3:2].C(OC(=O)C1C=CC(C=O)=C(C(F)(F)F)C=1)C, predict the reaction product. The product is: [C:1]([O:5][C:6]([N:8]1[CH2:9][CH2:10][N:11]([CH2:14][C:15]2[C:20]([C:21]([F:23])([F:22])[F:24])=[CH:19][C:18]([C:25]([O:27][CH2:28][CH3:29])=[O:26])=[CH:17][C:16]=2[Cl:31])[CH2:12][CH2:13]1)=[O:7])([CH3:4])([CH3:3])[CH3:2].